Task: Predict which catalyst facilitates the given reaction.. Dataset: Catalyst prediction with 721,799 reactions and 888 catalyst types from USPTO (1) Reactant: [Br:1][C:2]1[CH:3]=[C:4]2[C:9](=[C:10]([N:12]3[CH2:17][CH2:16][O:15][CH2:14][CH2:13]3)[CH:11]=1)[N:8]=[C:7]([Cl:18])[N:6]=[C:5]2Cl.C(N(C(C)C)CC)(C)C.[NH:29]1[CH2:34][CH2:33][O:32][CH2:31][CH2:30]1. The catalyst class is: 46. Product: [Br:1][C:2]1[CH:3]=[C:4]2[C:9](=[C:10]([N:12]3[CH2:17][CH2:16][O:15][CH2:14][CH2:13]3)[CH:11]=1)[N:8]=[C:7]([Cl:18])[N:6]=[C:5]2[N:29]1[CH2:34][CH2:33][O:32][CH2:31][CH2:30]1. (2) Reactant: [CH3:1][N:2]([CH3:14])[C@@H:3]([CH3:13])[CH2:4][O:5][C:6]1[CH:7]=[CH:8][C:9]([Cl:12])=[N:10][CH:11]=1.O.[C:16]1([CH3:26])[CH:21]=[CH:20][C:19]([S:22]([OH:25])(=[O:24])=[O:23])=[CH:18][CH:17]=1.C(OCC)C. Product: [C:16]1([CH3:26])[CH:17]=[CH:18][C:19]([S:22]([OH:25])(=[O:23])=[O:24])=[CH:20][CH:21]=1.[CH3:1][N:2]([CH3:14])[C@@H:3]([CH3:13])[CH2:4][O:5][C:6]1[CH:7]=[CH:8][C:9]([Cl:12])=[N:10][CH:11]=1. The catalyst class is: 13.